Dataset: Reaction yield outcomes from USPTO patents with 853,638 reactions. Task: Predict the reaction yield, written as a fraction of the theoretical maximum amount of product (1.0 means a 100% yield; for example, 0.34 means a 34% yield). The reactants are Br[C:2]1[CH:3]=[CH:4][C:5]2[O:14][CH2:13][CH2:12][C:11]3[S:10][C:9]([C:15]4[N:16]([CH:20]([CH3:22])[CH3:21])[N:17]=[CH:18][N:19]=4)=[N:8][C:7]=3[C:6]=2[CH:23]=1.[F:24][C:25]1[C:30](B(O)O)=[CH:29][C:28]([CH3:34])=[CH:27][N:26]=1. No catalyst specified. The product is [F:24][C:25]1[C:30]([C:2]2[CH:3]=[CH:4][C:5]3[O:14][CH2:13][CH2:12][C:11]4[S:10][C:9]([C:15]5[N:16]([CH:20]([CH3:22])[CH3:21])[N:17]=[CH:18][N:19]=5)=[N:8][C:7]=4[C:6]=3[CH:23]=2)=[CH:29][C:28]([CH3:34])=[CH:27][N:26]=1. The yield is 0.370.